This data is from Full USPTO retrosynthesis dataset with 1.9M reactions from patents (1976-2016). The task is: Predict the reactants needed to synthesize the given product. Given the product [Cl:1][C:2]1[CH:3]=[C:4]([CH2:21][C:22]([NH:53][C@@H:52]([C:54]2[CH:59]=[CH:58][CH:57]=[CH:56][CH:55]=2)[C:51]([O:50][CH3:49])=[O:60])=[O:23])[CH:5]=[C:6]([Cl:20])[C:7]=1[O:8][CH2:9][C:10]1[CH:15]=[C:14]([CH3:16])[CH:13]=[C:12]([NH:17][CH2:18][CH3:19])[CH:11]=1, predict the reactants needed to synthesize it. The reactants are: [Cl:1][C:2]1[CH:3]=[C:4]([CH2:21][C:22](O)=[O:23])[CH:5]=[C:6]([Cl:20])[C:7]=1[O:8][CH2:9][C:10]1[CH:15]=[C:14]([CH3:16])[CH:13]=[C:12]([NH:17][CH2:18][CH3:19])[CH:11]=1.Cl.C(N=C=NCCCN(C)C)C.O.ON1C2C=CC=CC=2N=N1.Cl.[CH3:49][O:50][C:51](=[O:60])[C@H:52]([C:54]1[CH:59]=[CH:58][CH:57]=[CH:56][CH:55]=1)[NH2:53].C(N(CC)CC)C.